This data is from Full USPTO retrosynthesis dataset with 1.9M reactions from patents (1976-2016). The task is: Predict the reactants needed to synthesize the given product. (1) Given the product [C:1]([O:5][C:6]([N:8]1[CH2:9][CH2:10][CH:11]([N:14]([CH2:23][C:24]2[CH:29]=[CH:28][CH:27]=[C:26]([C:30]#[N:31])[CH:25]=2)[C:15]2[CH:16]=[CH:17][C:18]([S:34]([CH3:38])(=[O:36])=[O:33])=[CH:19][CH:20]=2)[CH2:12][CH2:13]1)=[O:7])([CH3:2])([CH3:3])[CH3:4].[C:1]([O:5][C:6]([N:8]1[CH2:9][CH2:10][CH:11]([N:14]([CH2:23][C:24]2[CH:29]=[CH:28][CH:27]=[C:26]([C:30]#[N:31])[CH:25]=2)[C:15]2[CH:20]=[CH:19][C:18]([S:21]([CH3:22])=[O:32])=[CH:17][CH:16]=2)[CH2:12][CH2:13]1)=[O:7])([CH3:4])([CH3:2])[CH3:3], predict the reactants needed to synthesize it. The reactants are: [C:1]([O:5][C:6]([N:8]1[CH2:13][CH2:12][CH:11]([N:14]([CH2:23][C:24]2[CH:29]=[CH:28][CH:27]=[C:26]([C:30]#[N:31])[CH:25]=2)[C:15]2[CH:20]=[CH:19][C:18]([S:21][CH3:22])=[CH:17][CH:16]=2)[CH2:10][CH2:9]1)=[O:7])([CH3:4])([CH3:3])[CH3:2].[OH:32][O:33][S:34]([O-:36])=O.[K+].[CH3:38]O. (2) The reactants are: Cl[C:2]1[CH:3]=[C:4]([CH:8]=[CH:9][CH:10]=1)[C:5]([OH:7])=[O:6].[C:11]([C:14]1[CH:19]=[CH:18][CH:17]=[CH:16][C:15]=1B(O)O)(=[O:13])[CH3:12].C([O-])([O-])=O.[K+].[K+]. Given the product [C:11]([C:14]1[CH:19]=[CH:18][CH:17]=[CH:16][C:15]=1[C:2]1[CH:10]=[CH:9][CH:8]=[C:4]([C:5]([OH:7])=[O:6])[CH:3]=1)(=[O:13])[CH3:12], predict the reactants needed to synthesize it. (3) Given the product [NH2:31][C@H:27]1[CH2:28][CH2:29][CH2:30][N:25]([C:4]2[N:5]=[C:6]([N:9]3[C:17]4[CH:16]=[C:15]([C:18]5[CH:23]=[N:22][CH:21]=[C:20]([CH3:24])[N:19]=5)[N:14]=[CH:13][C:12]=4[CH:11]=[N:10]3)[CH:7]=[CH:8][C:3]=2[C:1]#[N:2])[CH2:26]1, predict the reactants needed to synthesize it. The reactants are: [C:1]([C:3]1[C:4]([N:25]2[CH2:30][CH2:29][CH2:28][C@H:27]([NH:31]C(=O)OC(C)(C)C)[CH2:26]2)=[N:5][C:6]([N:9]2[C:17]3[CH:16]=[C:15]([C:18]4[CH:23]=[N:22][CH:21]=[C:20]([CH3:24])[N:19]=4)[N:14]=[CH:13][C:12]=3[CH:11]=[N:10]2)=[CH:7][CH:8]=1)#[N:2].C(O)(C(F)(F)F)=O. (4) The reactants are: [CH3:1][O:2][C:3]1[CH:12]=[CH:11][CH:10]=[C:9]2[C:4]=1[CH:5]=[C:6](C(O)=O)[CH:7]=[N:8]2.CC[N:18]([CH2:21]C)CC.N(P(=O)(OC1C=CC=CC=1)[O:27]C1C=CC=CC=1)=[N+]=[N-].[C:42]([OH:46])([CH3:45])([CH3:44])[CH3:43]. Given the product [C:42]([O:46][C:21]([NH:18][C:6]1[CH:7]=[N:8][C:9]2[C:4]([CH:5]=1)=[C:3]([O:2][CH3:1])[CH:12]=[CH:11][CH:10]=2)=[O:27])([CH3:45])([CH3:44])[CH3:43], predict the reactants needed to synthesize it. (5) Given the product [CH3:18][C:2]1([CH3:1])[C:6]([CH3:7])([CH3:8])[O:5][B:4]([C:9]2[CH:10]=[CH:11][C:12]3[N:24]=[CH:25][O:26][C:16]=3[CH:17]=2)[O:3]1, predict the reactants needed to synthesize it. The reactants are: [CH3:1][C:2]1([CH3:18])[C:6]([CH3:8])([CH3:7])[O:5][B:4]([C:9]2[CH:17]=[C:16]3[C:12](C=NN3)=[CH:11][CH:10]=2)[O:3]1.BrC1C=CC2[N:24]=[CH:25][O:26]C=2C=1.CC1(C)C(C)(C)OB(B2OC(C)(C)C(C)(C)O2)O1. (6) The reactants are: [F:1][C:2]1[C:3]([C:15]([O:17][CH3:18])=[O:16])=[N:4][CH:5]=[C:6]([C:8]2[CH:13]=[CH:12][CH:11]=[CH:10][C:9]=2[OH:14])[CH:7]=1.[Si:19]([O:36][CH2:37][CH2:38][C@@H:39](O)[CH2:40][CH3:41])([C:32]([CH3:35])([CH3:34])[CH3:33])([C:26]1[CH:31]=[CH:30][CH:29]=[CH:28][CH:27]=1)[C:20]1[CH:25]=[CH:24][CH:23]=[CH:22][CH:21]=1. Given the product [Si:19]([O:36][CH2:37][CH2:38][C@H:39]([O:14][C:9]1[CH:10]=[CH:11][CH:12]=[CH:13][C:8]=1[C:6]1[CH:7]=[C:2]([F:1])[C:3]([C:15]([O:17][CH3:18])=[O:16])=[N:4][CH:5]=1)[CH2:40][CH3:41])([C:32]([CH3:33])([CH3:34])[CH3:35])([C:26]1[CH:27]=[CH:28][CH:29]=[CH:30][CH:31]=1)[C:20]1[CH:25]=[CH:24][CH:23]=[CH:22][CH:21]=1, predict the reactants needed to synthesize it. (7) Given the product [C:14]1([P:7]([C:1]2[CH:2]=[CH:3][CH:4]=[CH:5][CH:6]=2)[C:8]2[CH:13]=[CH:12][CH:11]=[CH:10][CH:9]=2)[CH:15]=[CH:16][CH:17]=[CH:18][CH:19]=1.[C:14]1([P:7](=[O:29])([C:1]2[CH:2]=[CH:3][CH:4]=[CH:5][CH:6]=2)[C:8]2[CH:13]=[CH:12][CH:11]=[CH:10][CH:9]=2)[CH:15]=[CH:16][CH:17]=[CH:18][CH:19]=1, predict the reactants needed to synthesize it. The reactants are: [C:1]1([P:7]([C:14]2[CH:19]=[CH:18][CH:17]=[CH:16][CH:15]=2)[C:8]2[CH:13]=[CH:12][CH:11]=[CH:10][CH:9]=2)[CH:6]=[CH:5][CH:4]=[CH:3][CH:2]=1.N1C=CC=C(CCC[O:29]CCN2C3C4C(=CC=CC=4)N4N=NN=C4C=3N=C2)C=1.Cl.O. (8) The reactants are: C1([C@H](N)C)C=CC=CC=1.[C:10]([O:14][C:15]([N:17]1[CH2:22][C@H:21]([C:23]([O:25][CH3:26])=[O:24])[CH2:20][C@H:19]([C:27]([OH:29])=[O:28])[CH2:18]1)=[O:16])([CH3:13])([CH3:12])[CH3:11].CO.C(O)(=O)CC(CC(O)=O)(C(O)=O)O. Given the product [C:10]([O:14][C:15]([N:17]1[CH2:22][C@H:21]([C:23]([O:25][CH3:26])=[O:24])[CH2:20][C@H:19]([C:27]([OH:29])=[O:28])[CH2:18]1)=[O:16])([CH3:13])([CH3:11])[CH3:12], predict the reactants needed to synthesize it. (9) Given the product [Cl:1][C:2]1[CH:3]=[CH:4][C:5]([C:8]2[CH:9]=[C:10]([C:20]([NH:23][N:24]3[CH2:28][CH:27]([CH2:29][N:30]4[CH2:31][CH2:32][O:33][CH2:34][CH2:35]4)[O:26][C:25]3=[O:36])=[O:21])[CH:11]=[N:12][C:13]=2[O:14][CH2:15][C:16]([F:17])([F:18])[F:19])=[CH:6][CH:7]=1, predict the reactants needed to synthesize it. The reactants are: [Cl:1][C:2]1[CH:7]=[CH:6][C:5]([C:8]2[CH:9]=[C:10]([C:20](O)=[O:21])[CH:11]=[N:12][C:13]=2[O:14][CH2:15][C:16]([F:19])([F:18])[F:17])=[CH:4][CH:3]=1.[NH2:23][N:24]1[CH2:28][CH:27]([CH2:29][N:30]2[CH2:35][CH2:34][O:33][CH2:32][CH2:31]2)[O:26][C:25]1=[O:36]. (10) Given the product [CH3:1][C:2]1[CH:3]=[C:4]([NH2:11])[C:5]2[O:9][CH2:8][CH2:7][C:6]=2[CH:10]=1, predict the reactants needed to synthesize it. The reactants are: [CH3:1][C:2]1[CH:3]=[C:4]([NH2:11])[C:5]2[O:9][CH:8]=[CH:7][C:6]=2[CH:10]=1.C(O)C.